Task: Predict the reaction yield, written as a fraction of the theoretical maximum amount of product (1.0 means a 100% yield; for example, 0.34 means a 34% yield).. Dataset: Reaction yield outcomes from USPTO patents with 853,638 reactions The reactants are Br[C:2]1[CH:3]=[N:4][N:5]([CH2:8][O:9][CH2:10][CH2:11][Si:12]([CH3:15])([CH3:14])[CH3:13])[C:6]=1[F:7].C([Mg]Br)(C)C.CO[B:23]1[O:27][C:26]([CH3:29])([CH3:28])[C:25]([CH3:31])([CH3:30])[O:24]1. The catalyst is C1COCC1. The product is [F:7][C:6]1[N:5]([CH2:8][O:9][CH2:10][CH2:11][Si:12]([CH3:15])([CH3:14])[CH3:13])[N:4]=[CH:3][C:2]=1[B:23]1[O:27][C:26]([CH3:29])([CH3:28])[C:25]([CH3:31])([CH3:30])[O:24]1. The yield is 0.680.